Dataset: Reaction yield outcomes from USPTO patents with 853,638 reactions. Task: Predict the reaction yield, written as a fraction of the theoretical maximum amount of product (1.0 means a 100% yield; for example, 0.34 means a 34% yield). (1) The reactants are [Cl:1][C:2]1[CH:8]=[CH:7][C:6]([F:9])=[CH:5][C:3]=1[NH2:4].Br.Br[CH:12]([C:14]1[CH:15]=[C:16]([C:31]([N:33]([CH3:35])[CH3:34])=[O:32])[CH:17]=[C:18]2[C:23]=1[O:22][C:21]([N:24]1[CH2:29][CH2:28][O:27][CH2:26][CH2:25]1)=[CH:20][C:19]2=[O:30])[CH3:13]. No catalyst specified. The product is [Cl:1][C:2]1[CH:8]=[CH:7][C:6]([F:9])=[CH:5][C:3]=1[NH:4][CH:12]([C:14]1[CH:15]=[C:16]([C:31]([N:33]([CH3:35])[CH3:34])=[O:32])[CH:17]=[C:18]2[C:23]=1[O:22][C:21]([N:24]1[CH2:29][CH2:28][O:27][CH2:26][CH2:25]1)=[CH:20][C:19]2=[O:30])[CH3:13]. The yield is 0.470. (2) The reactants are [Si:1]([O:8][C:9]1[CH:10]=[C:11]([CH:14]=[CH:15][CH:16]=1)[CH:12]=O)([C:4]([CH3:7])([CH3:6])[CH3:5])([CH3:3])[CH3:2].Cl.[NH2:18][C@@H:19]([CH3:24])[C:20]([O:22][CH3:23])=[O:21]. No catalyst specified. The product is [Si:1]([O:8][C:9]1[CH:10]=[C:11]([CH:14]=[CH:15][CH:16]=1)[CH2:12][NH:18][C@@H:19]([CH3:24])[C:20]([O:22][CH3:23])=[O:21])([C:4]([CH3:7])([CH3:6])[CH3:5])([CH3:3])[CH3:2]. The yield is 0.800.